From a dataset of Full USPTO retrosynthesis dataset with 1.9M reactions from patents (1976-2016). Predict the reactants needed to synthesize the given product. (1) Given the product [C:13]([C:10]1[CH:11]=[CH:12][C:7]2[O:6][CH2:5][C:4](=[O:3])[NH:16][C:8]=2[CH:9]=1)(=[O:15])[CH3:14], predict the reactants needed to synthesize it. The reactants are: C([O:3][C:4](=O)[CH2:5][O:6][C:7]1[CH:12]=[CH:11][C:10]([C:13](=[O:15])[CH3:14])=[CH:9][C:8]=1[N+:16]([O-])=O)C.COC1C=CC2OCC(=O)NC=2C=1. (2) Given the product [Br:24][C:25]1[C:26]([OH:37])=[C:27]([C:32]([CH2:35][Br:36])=[CH:33][CH:34]=1)[C:28]([O:30][CH3:31])=[O:29], predict the reactants needed to synthesize it. The reactants are: C1(S(CC2C(C(OCC)=O)=C(O)C(Br)=CC=2)(=O)=O)C=CC=CC=1.[Br:24][C:25]1[C:26]([O:37]C)=[C:27]([C:32]([CH2:35][Br:36])=[CH:33][CH:34]=1)[C:28]([O:30][CH3:31])=[O:29]. (3) Given the product [C:1]1([C:36]2[CH:41]=[CH:40][CH:39]=[CH:38][CH:37]=2)[CH:2]=[CH:3][C:4]([C:7]2[C:34]([Cl:35])=[CH:33][C:10]3[NH:11][C:12]([O:14][CH:15]4[CH2:19][CH2:18][CH:17]([C:20]([OH:22])=[O:21])[CH2:16]4)=[N:13][C:9]=3[CH:8]=2)=[CH:5][CH:6]=1, predict the reactants needed to synthesize it. The reactants are: [C:1]1([C:36]2[CH:41]=[CH:40][CH:39]=[CH:38][CH:37]=2)[CH:6]=[CH:5][C:4]([C:7]2[C:34]([Cl:35])=[CH:33][C:10]3[N:11](COCC[Si](C)(C)C)[C:12]([O:14][CH:15]4[CH2:19][CH2:18][CH:17]([C:20]([O:22]CC)=[O:21])[CH2:16]4)=[N:13][C:9]=3[CH:8]=2)=[CH:3][CH:2]=1.CCCC[N+](CCCC)(CCCC)CCCC.[F-]. (4) Given the product [O:1]([CH2:8][CH2:9][O:10][C:11](=[O:21])[C:12]1[CH:13]=[CH:14][C:15]([C:16]([O:18][CH2:48][CH2:49][O:45][C:42]2[CH:43]=[CH:44][CH:39]=[CH:40][CH:41]=2)=[O:17])=[CH:19][CH:20]=1)[C:2]1[CH:7]=[CH:6][CH:5]=[CH:4][CH:3]=1, predict the reactants needed to synthesize it. The reactants are: [O:1]([CH2:8][CH2:9][O:10][C:11](=[O:21])[C:12]1[CH:20]=[CH:19][C:15]([C:16]([O-:18])=[O:17])=[CH:14][CH:13]=1)[C:2]1[CH:7]=[CH:6][CH:5]=[CH:4][CH:3]=1.C1C=CC2C([C:39]3[CH:40]=[CH:41][C:42]([OH:45])=[CH:43][CH:44]=3)([C:39]3[CH:40]=[CH:41][C:42]([OH:45])=[CH:43][CH:44]=3)OC(=O)C=2C=1.[OH-].[K+].[CH3:48][C:49](C)=O. (5) Given the product [BrH:1].[Br:11][C:8]1[CH:9]=[CH:10][C:5]([C:3]2[N:12]=[C:13]3[CH:18]=[CH:17][C:16]([O:19][CH3:20])=[CH:15][N:14]3[CH:2]=2)=[CH:6][CH:7]=1, predict the reactants needed to synthesize it. The reactants are: [Br:1][CH2:2][C:3]([C:5]1[CH:10]=[CH:9][C:8]([Br:11])=[CH:7][CH:6]=1)=O.[NH2:12][C:13]1[CH:18]=[CH:17][C:16]([O:19][CH3:20])=[CH:15][N:14]=1. (6) Given the product [CH:6]1([CH2:5][C@H:4]([N:12]2[CH2:16][C:15]([O:17][C:18]3[CH:23]=[CH:22][CH:21]=[C:20]([Cl:24])[C:19]=3[Cl:25])=[CH:14][C:13]2=[O:26])[C:3]([OH:27])=[O:2])[CH2:11][CH2:10][CH2:9][CH2:8][CH2:7]1, predict the reactants needed to synthesize it. The reactants are: C[O:2][C:3](=[O:27])[C@@H:4]([N:12]1[CH2:16][C:15]([O:17][C:18]2[CH:23]=[CH:22][CH:21]=[C:20]([Cl:24])[C:19]=2[Cl:25])=[CH:14][C:13]1=[O:26])[CH2:5][CH:6]1[CH2:11][CH2:10][CH2:9][CH2:8][CH2:7]1.[OH-].[Li+]. (7) The reactants are: [C:1]([O:5][C:6]([N:8]1[CH2:24][CH2:23][C:11]2([N:15]([C:16]3[CH:21]=[CH:20][CH:19]=[CH:18][CH:17]=3)[CH2:14][NH:13][C:12]2=[O:22])[CH2:10][CH2:9]1)=[O:7])([CH3:4])([CH3:3])[CH3:2].[CH2:25](Br)[C:26]1[CH:31]=[CH:30][CH:29]=[CH:28][CH:27]=1.C[Si]([N-][Si](C)(C)C)(C)C.[K+].[H-].[Na+]. Given the product [C:1]([O:5][C:6]([N:8]1[CH2:9][CH2:10][C:11]2([N:15]([C:16]3[CH:21]=[CH:20][CH:19]=[CH:18][CH:17]=3)[CH2:14][N:13]([CH2:25][C:26]3[CH:31]=[CH:30][CH:29]=[CH:28][CH:27]=3)[C:12]2=[O:22])[CH2:23][CH2:24]1)=[O:7])([CH3:4])([CH3:2])[CH3:3], predict the reactants needed to synthesize it. (8) Given the product [C:1]([O:5][C:6](=[O:29])[N:7]([C:26](=[O:28])[CH3:27])[C@H:8]1[CH2:12][C@@H:11]([N:13]2[CH:21]=[N:20][C:19]3[C:14]2=[N:15][C:16]([I:23])=[N:17][C:18]=3[NH:31][CH3:30])[C@H:10]([OH:24])[C@@H:9]1[OH:25])([CH3:4])([CH3:3])[CH3:2], predict the reactants needed to synthesize it. The reactants are: [C:1]([O:5][C:6](=[O:29])[N:7]([C:26](=[O:28])[CH3:27])[C@H:8]1[CH2:12][C@@H:11]([N:13]2[CH:21]=[N:20][C:19]3[C:14]2=[N:15][C:16]([I:23])=[N:17][C:18]=3Cl)[C@H:10]([OH:24])[C@@H:9]1[OH:25])([CH3:4])([CH3:3])[CH3:2].[CH3:30][NH2:31]. (9) Given the product [CH3:13][O:14][C:15]1[CH:16]=[C:17]([NH:23][C:24]([N:1]2[CH2:5][CH2:4][C:3]([C:6]3[CH:11]=[CH:10][C:9]([OH:12])=[CH:8][CH:7]=3)=[N:2]2)=[O:25])[CH:18]=[CH:19][C:20]=1[O:21][CH3:22], predict the reactants needed to synthesize it. The reactants are: [NH:1]1[CH2:5][CH2:4][C:3]([C:6]2[CH:11]=[CH:10][C:9]([OH:12])=[CH:8][CH:7]=2)=[N:2]1.[CH3:13][O:14][C:15]1[CH:16]=[C:17]([N:23]=[C:24]=[O:25])[CH:18]=[CH:19][C:20]=1[O:21][CH3:22].